Dataset: Forward reaction prediction with 1.9M reactions from USPTO patents (1976-2016). Task: Predict the product of the given reaction. Given the reactants [C:1]([C:5]1[CH:6]=[C:7]([NH:26][C:27](=[O:58])[NH:28][CH2:29][C:30]2[CH:56]=[C:55]([F:57])[CH:54]=[CH:53][C:31]=2[CH2:32][O:33][C:34]2[CH:39]=[C:38]([CH3:40])[N:37]([C:41]3[CH:42]=[C:43]([CH:47]=[CH:48][C:49]=3[CH3:50])[C:44]([OH:46])=[O:45])[C:36](=[O:51])[C:35]=2[Cl:52])[N:8]([C:10]2[CH:15]=[CH:14][CH:13]=[C:12]([O:16][CH2:17][CH2:18][O:19][CH:20]3[CH2:25][CH2:24][CH2:23][CH2:22][O:21]3)[CH:11]=2)[N:9]=1)([CH3:4])([CH3:3])[CH3:2].[CH2:59]([CH2:61]N)[OH:60].C1N=CN(C(N2C=NC=C2)=O)C=1, predict the reaction product. The product is: [OH:60][CH2:59][CH2:61][O:45][C:44](=[O:46])[C:43]1[CH:47]=[CH:48][C:49]([CH3:50])=[C:41]([N:37]2[C:38]([CH3:40])=[CH:39][C:34]([O:33][CH2:32][C:31]3[CH:53]=[CH:54][C:55]([F:57])=[CH:56][C:30]=3[CH2:29][NH:28][C:27]([NH:26][C:7]3[N:8]([C:10]4[CH:15]=[CH:14][CH:13]=[C:12]([O:16][CH2:17][CH2:18][O:19][CH:20]5[CH2:25][CH2:24][CH2:23][CH2:22][O:21]5)[CH:11]=4)[N:9]=[C:5]([C:1]([CH3:2])([CH3:3])[CH3:4])[CH:6]=3)=[O:58])=[C:35]([Cl:52])[C:36]2=[O:51])[CH:42]=1.